Dataset: Full USPTO retrosynthesis dataset with 1.9M reactions from patents (1976-2016). Task: Predict the reactants needed to synthesize the given product. (1) Given the product [CH2:25]([S:26]([N:1]1[CH2:6][CH2:5][CH2:4][CH2:3][CH:2]1[C:7]([O:9][CH2:10][CH3:11])=[O:8])(=[O:28])=[O:27])[C:19]1[CH:24]=[CH:23][CH:22]=[CH:21][CH:20]=1, predict the reactants needed to synthesize it. The reactants are: [NH:1]1[CH2:6][CH2:5][CH2:4][CH2:3][CH:2]1[C:7]([O:9][CH2:10][CH3:11])=[O:8].C(N(CC)CC)C.[C:19]1([CH2:25][S:26](Cl)(=[O:28])=[O:27])[CH:24]=[CH:23][CH:22]=[CH:21][CH:20]=1. (2) Given the product [Cl:1][C:2]1[N:7]=[CH:6][C:5]([O:8][C:13]([CH3:15])([CH3:14])[C:12]([O:11][CH2:9][CH3:10])=[O:17])=[CH:4][CH:3]=1, predict the reactants needed to synthesize it. The reactants are: [Cl:1][C:2]1[N:7]=[CH:6][C:5]([OH:8])=[CH:4][CH:3]=1.[CH2:9]([O:11][C:12](=[O:17])[C:13](Br)([CH3:15])[CH3:14])[CH3:10].C(=O)([O-])[O-].[Cs+].[Cs+].C(OCC)(=O)C. (3) Given the product [CH3:8][O:9][C:10]1[CH:15]=[CH:14][C:13]([C:16]2[CH:21]=[CH:20][N:19]([C:22]3[CH:23]=[CH:24][C:25]4[C:26]5[CH2:35][NH:34][CH2:33][CH2:32][C:27]=5[N:28]([CH3:31])[C:29]=4[CH:30]=3)[C:18](=[O:43])[CH:17]=2)=[C:12]([CH3:44])[CH:11]=1, predict the reactants needed to synthesize it. The reactants are: FC(F)(F)C(O)=O.[CH3:8][O:9][C:10]1[CH:15]=[CH:14][C:13]([C:16]2[CH:21]=[CH:20][N:19]([C:22]3[CH:23]=[CH:24][C:25]4[C:26]5[CH2:35][N:34](C(OC(C)(C)C)=O)[CH2:33][CH2:32][C:27]=5[N:28]([CH3:31])[C:29]=4[CH:30]=3)[C:18](=[O:43])[CH:17]=2)=[C:12]([CH3:44])[CH:11]=1.C([O-])(O)=O.[Na+]. (4) Given the product [CH3:27][O:26][C:21]1[CH:22]=[CH:23][CH:24]=[CH:25][C:20]=1[CH2:19][O:18][CH2:17][CH2:16][CH2:15][O:14][C:11]1[CH:12]=[CH:13][C:8]([C@H:7]2[C@H:6]([O:28][Si:29]([CH:33]([CH3:34])[CH3:35])([CH:30]([CH3:32])[CH3:31])[CH:36]([CH3:37])[CH3:38])[CH2:5][N:4]([C:39]([O:41][CH2:42][C:43]3[CH:44]=[CH:45][CH:46]=[CH:47][CH:48]=3)=[O:40])[CH2:3][C@@H:2]2[O:1][CH2:50][C:51]2[CH:59]=[C:58]3[C:54]([C:55]([CH3:67])([CH3:66])[CH2:56][N:57]3[CH2:60][CH2:61][CH2:62][O:63][CH3:64])=[CH:53][CH:52]=2)=[CH:9][CH:10]=1, predict the reactants needed to synthesize it. The reactants are: [OH:1][C@@H:2]1[C@@H:7]([C:8]2[CH:13]=[CH:12][C:11]([O:14][CH2:15][CH2:16][CH2:17][O:18][CH2:19][C:20]3[CH:25]=[CH:24][CH:23]=[CH:22][C:21]=3[O:26][CH3:27])=[CH:10][CH:9]=2)[C@H:6]([O:28][Si:29]([CH:36]([CH3:38])[CH3:37])([CH:33]([CH3:35])[CH3:34])[CH:30]([CH3:32])[CH3:31])[CH2:5][N:4]([C:39]([O:41][CH2:42][C:43]2[CH:48]=[CH:47][CH:46]=[CH:45][CH:44]=2)=[O:40])[CH2:3]1.Br[CH2:50][C:51]1[CH:59]=[C:58]2[C:54]([C:55]([CH3:67])([CH3:66])[C:56](=O)[N:57]2[CH2:60][CH2:61][CH2:62][O:63][CH3:64])=[CH:53][CH:52]=1. (5) Given the product [NH4+:9].[OH-:23].[F:1][C:2]1[CH:7]=[CH:6][CH:5]=[C:4]([F:8])[C:3]=1[N:9]1[C:14]2[N:15]=[C:16]([N:45]3[CH2:46][CH2:47][N:42]([CH3:41])[CH2:43][CH2:44]3)[N:17]=[C:18]([C:19]3[CH:20]=[C:21]([CH:32]=[CH:33][C:34]=3[CH3:35])[C:22]([NH:24][CH2:25][C:26]3[CH:31]=[CH:30][CH:29]=[CH:28][CH:27]=3)=[O:23])[C:13]=2[CH2:12][NH:11][C:10]1=[O:40], predict the reactants needed to synthesize it. The reactants are: [F:1][C:2]1[CH:7]=[CH:6][CH:5]=[C:4]([F:8])[C:3]=1[N:9]1[C:14]2[N:15]=[C:16](S(C)(=O)=O)[N:17]=[C:18]([C:19]3[CH:20]=[C:21]([CH:32]=[CH:33][C:34]=3[CH3:35])[C:22]([NH:24][CH2:25][C:26]3[CH:31]=[CH:30][CH:29]=[CH:28][CH:27]=3)=[O:23])[C:13]=2[CH2:12][NH:11][C:10]1=[O:40].[CH3:41][N:42]1[CH2:47][CH2:46][NH:45][CH2:44][CH2:43]1. (6) Given the product [CH2:28]([N:30]1[CH2:35][CH2:34][N:33]([C:2]2[CH:27]=[CH:26][C:5]([C:6]([NH2:8])=[O:7])=[CH:4][N:3]=2)[CH2:32][CH2:31]1)[CH3:29], predict the reactants needed to synthesize it. The reactants are: Cl[C:2]1[CH:27]=[CH:26][C:5]([C:6]([NH:8]C2C=CC(Cl)=C(NC(=O)C3C=CC=C(Cl)C=3)C=2)=[O:7])=[CH:4][N:3]=1.[CH2:28]([N:30]1[CH2:35][CH2:34][NH:33][CH2:32][CH2:31]1)[CH3:29]. (7) Given the product [N+:21]([C@H:11]1[CH2:10][CH2:9][C@H:8]2[C@H:7]3[C@H:16]([CH2:15][CH2:14][C@:12]12[CH3:13])[C@:17]1([CH3:20])[C@H:4]([CH2:3][C@H:2]([OH:1])[CH2:19][CH2:18]1)[CH2:5][CH2:6]3)([O-:23])=[O:22], predict the reactants needed to synthesize it. The reactants are: [OH:1][C@:2]1(C)[CH2:19][CH2:18][C@@:17]2([CH3:20])[C@@H:4]([CH2:5][CH2:6][C@@H:7]3[C@@H:16]2[CH2:15][CH2:14][C@@:12]2([CH3:13])[C@H:8]3[CH2:9][CH2:10][C@@H:11]2[N+:21]([O-:23])=[O:22])[CH2:3]1.CN(C1C=CC([C@H]2C[C@@]3(C)[C@@H](CC[C@@H]3[N+]([O-])=O)[C@H]3[C@H]2[C@@H]2[C@@H](CC3)C[C@@](O)(C)CC2)=CC=1)C.[N+]([C@H]1CC[C@H]2[C@H]3[C@H](CC[C@]12C)[C@]1(C)[C@H](C[C@@H](O)CC1)CC3)([O-])=O.C(N[C@H]1CC[C@H]2[C@H]3[C@H](CC[C@]12C)[C@]1(C)[C@H](C[C@H](O)CC1)CC3)(=O)C.O=C(N[C@H]1CC[C@H]2[C@H]3[C@H](CC[C@]12C)[C@]1(C)[C@H](C[C@H](O)CC1)CC3)CC.O[C@@H]1CC[C@@]2(C)[C@@H](CC[C@@H]3[C@@H]2CC[C@@]2(C)[C@H]3CCC2=S)C1.O[C@@H]1CC[C@@]2(C)[C@@H](CC[C@@H]3[C@@H]2CC[C@@]2(C)[C@H]3CC[C@@H]2S)C1.O[C@@H]1CC[C@@]2(C)[C@@H](CC[C@@H]3[C@@H]2CC[C@@]2(C)[C@H]3CC=C2C2OC=CC=2)C1.O[C@@H]1CC[C@@]2(C)[C@@H](CC[C@@H]3[C@@H]2CC[C@@]2(C)[C@H]3CC[C@@H]2C2OC=CC=2)C1.N[C@@H]1CC[C@@]2(C)[C@@H](CC[C@@H]3[C@@H]2CC[C@@]2(C)[C@H]3CCC2=O)C1.Cl.N[C@@H]1CC[C@@]2(C)[C@@H](CC[C@@H]3[C@@H]2CC[C@@]2(C)[C@H]3CC[C@@H]2[N+]([O-])=O)C1.Cl.CN(C)[C@@H]1CC[C@@]2(C)[C@@H](CC[C@@H]3[C@@H]2CC[C@@]2(C)[C@H]3CC[C@@H]2[N+]([O-])=O)C1.Cl.C(N[C@@H]1CC[C@@]2(C)[C@@H](CC[C@@H]3[C@@H]2CC[C@@]2(C)[C@H]3CC[C@@H]2[N+]([O-])=O)C1)CCCCC. (8) The reactants are: [Cl:1][C:2]1[CH:10]=[CH:9][C:5]([C:6]([OH:8])=[O:7])=[CH:4][N:3]=1.[CH3:11][O:12][C:13](=[O:20])[CH2:14][C:15](=[O:19])[CH:16](Br)[CH3:17].C(N(CC)CC)C. Given the product [CH3:11][O:12][C:13]([CH2:14][C:15](=[O:19])[CH:16]([O:7][C:6](=[O:8])[C:5]1[CH:9]=[CH:10][C:2]([Cl:1])=[N:3][CH:4]=1)[CH3:17])=[O:20], predict the reactants needed to synthesize it. (9) Given the product [C:25]([O:29][C:30]([NH:32][C@@H:33]([CH3:37])[C:34]([NH:1][C:2]1[CH:7]=[CH:6][C:5]([F:8])=[CH:4][C:3]=1[NH:9][C@@H:10]1[CH2:15][CH2:14][CH2:13][N:12]([CH2:16][CH2:17][O:18][C:19](=[O:24])[C:20]([CH3:21])([CH3:23])[CH3:22])[CH2:11]1)=[O:35])=[O:31])([CH3:28])([CH3:27])[CH3:26], predict the reactants needed to synthesize it. The reactants are: [NH2:1][C:2]1[CH:7]=[CH:6][C:5]([F:8])=[CH:4][C:3]=1[NH:9][C@@H:10]1[CH2:15][CH2:14][CH2:13][N:12]([CH2:16][CH2:17][O:18][C:19](=[O:24])[C:20]([CH3:23])([CH3:22])[CH3:21])[CH2:11]1.[C:25]([O:29][C:30]([NH:32][C@@H:33]([CH3:37])[C:34](O)=[O:35])=[O:31])([CH3:28])([CH3:27])[CH3:26].C1C=NC2N(O)N=NC=2C=1.CCN=C=NCCCN(C)C.Cl.